Dataset: CYP2D6 inhibition data for predicting drug metabolism from PubChem BioAssay. Task: Regression/Classification. Given a drug SMILES string, predict its absorption, distribution, metabolism, or excretion properties. Task type varies by dataset: regression for continuous measurements (e.g., permeability, clearance, half-life) or binary classification for categorical outcomes (e.g., BBB penetration, CYP inhibition). Dataset: cyp2d6_veith. (1) The compound is Cc1nc2ncnn2c(C)c1CCC(=O)Nc1ccc(S(=O)(=O)N2CCCCCC2)cc1. The result is 0 (non-inhibitor). (2) The molecule is CCCNC(=O)OC[C@H]1O[C@@H](CCO/N=C2/C[C@@H](O)[C@@H](O)[C@@H]3[C@@H]4C(=O)N(CC)C(=O)[C@H]4CC[C@@H]23)C=C[C@@H]1Oc1ccc(OC)cc1. The result is 0 (non-inhibitor). (3) The compound is CN(C(=S)NC(=O)c1ccccc1Br)C1CCCCC1. The result is 0 (non-inhibitor).